Dataset: Full USPTO retrosynthesis dataset with 1.9M reactions from patents (1976-2016). Task: Predict the reactants needed to synthesize the given product. (1) Given the product [NH2:1][CH2:2][C:3]1[N:8]=[C:7]2[S:9][C:10]3[CH2:15][S@@:14](=[O:16])[CH2:13][CH2:12][C:11]=3[C:6]2=[C:5]([C:17]2[CH:22]=[CH:21][C:20]([O:23][CH3:24])=[CH:19][CH:18]=2)[C:4]=1[Cl:25], predict the reactants needed to synthesize it. The reactants are: [NH2:1][CH2:2][C:3]1[N:8]=[C:7]2[S:9][C:10]3[CH2:15][S:14](=[O:16])[CH2:13][CH2:12][C:11]=3[C:6]2=[C:5]([C:17]2[CH:22]=[CH:21][C:20]([O:23][CH3:24])=[CH:19][CH:18]=2)[C:4]=1[Cl:25]. (2) The reactants are: [CH:1](O)=O.Cl.[Cl:5][CH2:6][CH2:7][NH:8][CH2:9][CH2:10][Cl:11]. Given the product [ClH:5].[Cl:5][CH2:6][CH2:7][N:8]([CH3:1])[CH2:9][CH2:10][Cl:11], predict the reactants needed to synthesize it. (3) Given the product [CH2:1]([O:3][C:4](=[O:20])[C:5]1[CH:10]=[CH:9][CH:8]=[C:7]([O:11][CH2:12][CH:13]([N:21]=[N+:22]=[N-:23])[O:14][CH2:15][CH3:16])[CH:6]=1)[CH3:2], predict the reactants needed to synthesize it. The reactants are: [CH2:1]([O:3][C:4](=[O:20])[C:5]1[CH:10]=[CH:9][CH:8]=[C:7]([O:11][CH2:12][CH:13](OCC)[O:14][CH2:15][CH3:16])[CH:6]=1)[CH3:2].[N:21]([Si](C)(C)C)=[N+:22]=[N-:23]. (4) Given the product [CH3:1][O:2][C:3]1[CH:8]=[CH:7][CH:6]=[CH:5][C:4]=1[S:9]([N:12]([CH3:25])[C:13]1[CH:14]=[CH:15][CH:16]=[C:17]2[C:21]=1[NH:20][C:19]([C:22]1[S:24][CH:28]([CH2:27][C:26]([O:31][CH2:32][CH3:33])=[O:30])[CH2:29][N:23]=1)=[CH:18]2)(=[O:11])=[O:10], predict the reactants needed to synthesize it. The reactants are: [CH3:1][O:2][C:3]1[CH:8]=[CH:7][CH:6]=[CH:5][C:4]=1[S:9]([N:12]([CH3:25])[C:13]1[CH:14]=[CH:15][CH:16]=[C:17]2[C:21]=1[NH:20][C:19]([C:22](=[S:24])[NH2:23])=[CH:18]2)(=[O:11])=[O:10].[C:26]([O:31][CH2:32][CH3:33])(=[O:30])[C:27]#[C:28][CH3:29].C(P(CCCC)CCCC)CCC.C1(C)C=CC=CC=1. (5) Given the product [CH2:15]([O:17][C:18](=[O:34])[CH2:19][CH:20]([N:24]1[C:32]2[C:27](=[CH:28][C:29]([NH:33][C:12](=[O:14])[CH2:11][C:2]3[CH:3]=[CH:4][C:5]4[CH2:6][CH2:7][CH2:8][NH:9][C:10]=4[N:1]=3)=[CH:30][CH:31]=2)[CH:26]=[CH:25]1)[CH2:21][CH2:22][CH3:23])[CH3:16], predict the reactants needed to synthesize it. The reactants are: [N:1]1[C:10]2[NH:9][CH2:8][CH2:7][CH2:6][C:5]=2[CH:4]=[CH:3][C:2]=1[CH2:11][C:12]([OH:14])=O.[CH2:15]([O:17][C:18](=[O:34])[CH2:19][CH:20]([N:24]1[C:32]2[C:27](=[CH:28][C:29]([NH2:33])=[CH:30][CH:31]=2)[CH:26]=[CH:25]1)[CH2:21][CH2:22][CH3:23])[CH3:16].F[P-](F)(F)(F)(F)F.N1(O[P+](N(C)C)(N(C)C)N(C)C)C2C=CC=CC=2N=N1.C(N(C(C)C)CC)(C)C. (6) Given the product [CH3:3][O:4][C:5]1[CH:25]=[CH:24][C:8]([CH2:9][N:10]2[CH2:19][CH2:18][C:17]3[C:12](=[CH:13][CH:14]=[C:15]([C:20]4([C:21]#[N:22])[CH2:28][CH2:27]4)[CH:16]=3)[C:11]2=[O:23])=[CH:7][CH:6]=1, predict the reactants needed to synthesize it. The reactants are: O.[Na].[CH3:3][O:4][C:5]1[CH:25]=[CH:24][C:8]([CH2:9][N:10]2[CH2:19][CH2:18][C:17]3[C:12](=[CH:13][CH:14]=[C:15]([CH2:20][C:21]#[N:22])[CH:16]=3)[C:11]2=[O:23])=[CH:7][CH:6]=1.Br[CH2:27][CH2:28]Br.C(OC(=O)C)C. (7) Given the product [Cl:1][C:2]1[C:3]([S:43]([NH2:44])(=[O:45])=[O:46])=[N:4][CH:5]=[C:6]([C:7]([N:9]2[CH2:10][CH2:11][C:12]3([CH2:21][C:20]4[C:15](=[CH:16][CH:17]=[CH:18][CH:19]=4)[NH:14][CH2:13]3)[CH2:32][CH2:33]2)=[O:8])[C:34]=1[NH:35][C:36]1[CH:37]=[C:38]([CH3:42])[CH:39]=[CH:40][CH:41]=1, predict the reactants needed to synthesize it. The reactants are: [Cl:1][C:2]1[C:3]([S:43](=[O:46])(=[O:45])[NH2:44])=[N:4][CH:5]=[C:6]([C:34]=1[NH:35][C:36]1[CH:37]=[C:38]([CH3:42])[CH:39]=[CH:40][CH:41]=1)[C:7]([N:9]1[CH2:33][CH2:32][C:12]2([CH2:21][C:20]3[C:15](=[CH:16][CH:17]=[CH:18][CH:19]=3)[N:14](C(OCC3C=CC=CC=3)=O)[CH2:13]2)[CH2:11][CH2:10]1)=[O:8].